Task: Predict the product of the given reaction.. Dataset: Forward reaction prediction with 1.9M reactions from USPTO patents (1976-2016) Given the reactants [C:1]1([CH2:7][C:8]([NH:10][C@H:11]([C:13]([OH:15])=O)[CH3:12])=[O:9])[CH:6]=[CH:5][CH:4]=[CH:3][CH:2]=1.Cl.[CH3:17][O:18][C:19](=[O:34])[C@H:20]([CH2:29][CH2:30][CH2:31][CH2:32][NH2:33])[NH:21][C:22]([O:24][C:25]([CH3:28])([CH3:27])[CH3:26])=[O:23], predict the reaction product. The product is: [CH3:17][O:18][C:19](=[O:34])[C@H:20]([CH2:29][CH2:30][CH2:31][CH2:32][NH2:33])[N:21]([C:13](=[O:15])[C@H:11]([CH3:12])[NH:10][C:8](=[O:9])[CH2:7][C:1]1[CH:2]=[CH:3][CH:4]=[CH:5][CH:6]=1)[C:22]([O:24][C:25]([CH3:28])([CH3:26])[CH3:27])=[O:23].